This data is from Catalyst prediction with 721,799 reactions and 888 catalyst types from USPTO. The task is: Predict which catalyst facilitates the given reaction. (1) The catalyst class is: 5. Reactant: [CH3:1][C:2]1[O:6][C:5]([CH:7]([NH2:13])[C:8]2([CH3:12])[CH2:11][O:10][CH2:9]2)=[CH:4][CH:3]=1.C([O:16][C:17]1[C:18](=[O:37])[C:19](=O)[C:20]=1[NH:21][C:22]1[CH:27]=[CH:26][CH:25]=[C:24]([C:28]([N:30]2[CH2:34][CH2:33][CH2:32][CH2:31]2)=[O:29])[C:23]=1[OH:35])C. Product: [OH:35][C:23]1[C:24]([C:28]([N:30]2[CH2:34][CH2:33][CH2:32][CH2:31]2)=[O:29])=[CH:25][CH:26]=[CH:27][C:22]=1[NH:21][C:20]1[C:17](=[O:16])[C:18](=[O:37])[C:19]=1[NH:13][CH:7]([C:5]1[O:6][C:2]([CH3:1])=[CH:3][CH:4]=1)[C:8]1([CH3:12])[CH2:9][O:10][CH2:11]1. (2) Reactant: C1C(C(O)=[O:8])=CC(C2C3C=CC(O)=CC=3OC3C=2C=CC(C=3)=O)=C(C(O)=O)C=1.ON1C(=O)CCC1=O.[CH:37]1([N:43]=[C:44]=[N:45][CH:46]2[CH2:51][CH2:50][CH2:49][CH2:48][CH2:47]2)[CH2:42][CH2:41][CH2:40][CH2:39][CH2:38]1. Product: [C:44]([NH:43][CH:37]1[CH2:38][CH2:39][CH2:40][CH2:41][CH2:42]1)([NH:45][CH:46]1[CH2:51][CH2:50][CH2:49][CH2:48][CH2:47]1)=[O:8]. The catalyst class is: 3. (3) Reactant: [F:1][C:2]1[CH:10]=[CH:9][CH:8]=[C:7]([NH:11][C:12]2[N:17]=[C:16]([NH:18][C:19]3[CH:27]=[C:26]4[C:22]([CH2:23][CH2:24][NH:25]4)=[CH:21][C:20]=3[O:28][CH3:29])[NH:15][C:14]3=[N:30][CH:31]=[CH:32][C:13]=23)[C:3]=1[C:4]([NH2:6])=[O:5].C1N=[CH:36][N:35]([C:38](N2C=NC=C2)=[O:39])[CH:34]=1.CN. Product: [NH2:6][C:4]([C:3]1[C:2]([F:1])=[CH:10][CH:9]=[CH:8][C:7]=1[NH:11][C:12]1[N:17]=[C:16]([NH:18][C:19]2[CH:27]=[C:26]3[C:22]([CH2:23][CH2:24][N:25]3[C:38]([N:35]([CH3:36])[CH3:34])=[O:39])=[CH:21][C:20]=2[O:28][CH3:29])[NH:15][C:14]2=[N:30][CH:31]=[CH:32][C:13]=12)=[O:5]. The catalyst class is: 49. (4) Reactant: [CH2:1]([C:3]1([OH:18])[C:13]2[C:8](=[C:9]([O:15]C)[N:10]=[C:11]([I:14])[CH:12]=2)[CH2:7][O:6][C:5](=[O:17])[CH2:4]1)[CH3:2].[I-].[Na+].Cl[Si](C)(C)C.[O-]S([O-])=O.[Na+].[Na+].[Cl-].[Na+].O. Product: [CH2:1]([C:3]1([OH:18])[C:13]2[CH:12]=[C:11]([I:14])[NH:10][C:9](=[O:15])[C:8]=2[CH2:7][O:6][C:5](=[O:17])[CH2:4]1)[CH3:2]. The catalyst class is: 10. (5) Reactant: Br[C:2]1[CH:3]=[N:4][C:5]([C:8]2[CH:13]=[C:12]([CH3:14])[CH:11]=[C:10]([CH3:15])[CH:9]=2)=[N:6][CH:7]=1.[CH3:16][C:17]1[CH:22]=[CH:21][CH:20]=[C:19]([CH3:23])[C:18]=1B(O)O.C(=O)([O-])[O-].[Na+].[Na+].O. Product: [CH3:16][C:17]1[CH:22]=[CH:21][CH:20]=[C:19]([CH3:23])[C:18]=1[C:2]1[CH:3]=[N:4][C:5]([C:8]2[CH:13]=[C:12]([CH3:14])[CH:11]=[C:10]([CH3:15])[CH:9]=2)=[N:6][CH:7]=1. The catalyst class is: 745. (6) Product: [CH2:44]([NH:51][C:8](=[O:10])[C:3]1[C:2]([CH3:1])=[CH:7][CH:6]=[CH:5][N:4]=1)[C:45]1[CH:50]=[CH:49][CH:48]=[CH:47][CH:46]=1. The catalyst class is: 3. Reactant: [CH3:1][C:2]1[C:3]([C:8]([OH:10])=O)=[N:4][CH:5]=[CH:6][CH:7]=1.CN(C(ON1N=NC2C=CC=CC1=2)=[N+](C)C)C.F[P-](F)(F)(F)(F)F.CCN(C(C)C)C(C)C.[CH2:44]([NH2:51])[C:45]1[CH:50]=[CH:49][CH:48]=[CH:47][CH:46]=1. (7) Reactant: [Cl:1][C:2]1[CH:7]=[CH:6][C:5]([S:8]([CH:11]([C:18]2[CH:23]=[C:22]([F:24])[CH:21]=[CH:20][C:19]=2[F:25])[CH:12]([CH3:17])[CH2:13][CH2:14][CH2:15]O)(=[O:10])=[O:9])=[CH:4][CH:3]=1.C(Br)(Br)(Br)[Br:27].C1(P(C2C=CC=CC=2)C2C=CC=CC=2)C=CC=CC=1. Product: [Br:27][CH2:15][CH2:14][CH2:13][CH:12]([CH3:17])[CH:11]([C:18]1[CH:23]=[C:22]([F:24])[CH:21]=[CH:20][C:19]=1[F:25])[S:8]([C:5]1[CH:6]=[CH:7][C:2]([Cl:1])=[CH:3][CH:4]=1)(=[O:10])=[O:9]. The catalyst class is: 2. (8) Reactant: [Br:1][C:2]1[C:11]2[CH:10]=[N:9][CH:8]=[CH:7][C:6]=2[C:5]([NH2:12])=[CH:4][CH:3]=1.C1(C)C=CC=CC=1.[Cl:20][C:21]1[CH:26]=[C:25]([Cl:27])[CH:24]=[CH:23][C:22]=1[CH2:28][N:29]=[C:30]=[O:31]. Product: [Br:1][C:2]1[CH:3]=[CH:4][C:5]([NH:12][C:30]([NH:29][CH2:28][C:22]2[CH:23]=[CH:24][C:25]([Cl:27])=[CH:26][C:21]=2[Cl:20])=[O:31])=[C:6]2[C:11]=1[CH:10]=[N:9][CH:8]=[CH:7]2. The catalyst class is: 1.